This data is from Catalyst prediction with 721,799 reactions and 888 catalyst types from USPTO. The task is: Predict which catalyst facilitates the given reaction. Reactant: [F:1][C:2]([F:20])([F:19])[C:3]1[CH:4]=[C:5]([CH:16]=[CH:17][CH:18]=1)[CH2:6][O:7][C:8]1[N:13]=[CH:12][C:11]([CH2:14][OH:15])=[CH:10][CH:9]=1. Product: [F:19][C:2]([F:1])([F:20])[C:3]1[CH:4]=[C:5]([CH:16]=[CH:17][CH:18]=1)[CH2:6][O:7][C:8]1[CH:9]=[CH:10][C:11]([CH:14]=[O:15])=[CH:12][N:13]=1. The catalyst class is: 25.